This data is from Reaction yield outcomes from USPTO patents with 853,638 reactions. The task is: Predict the reaction yield, written as a fraction of the theoretical maximum amount of product (1.0 means a 100% yield; for example, 0.34 means a 34% yield). (1) The reactants are Br[C:2]1[N:7]=[C:6]([C:8]([NH:10][C@H:11]([C:16]2[CH:21]=[CH:20][CH:19]=[CH:18][C:17]=2[F:22])[CH2:12][C:13]([OH:15])=[O:14])=[O:9])[CH:5]=[CH:4][C:3]=1[O:23][CH3:24].C([O-])([O-])=O.[Na+].[Na+]. The catalyst is CN(C=O)C.C1(B(O)O)C=CC=CC=1.C1C=CC(P(C2C=CC=CC=2)C2C=CC=CC=2)=CC=1.C1C=CC(P(C2C=CC=CC=2)C2C=CC=CC=2)=CC=1.Cl[Pd]Cl. The product is [F:22][C:17]1[CH:18]=[CH:19][CH:20]=[CH:21][C:16]=1[C@@H:11]([NH:10][C:8]([C:6]1[CH:5]=[CH:4][C:3]([O:23][CH3:24])=[C:2]([C:16]2[CH:21]=[CH:20][CH:19]=[CH:18][CH:17]=2)[N:7]=1)=[O:9])[CH2:12][C:13]([OH:15])=[O:14]. The yield is 0.310. (2) The reactants are Cl[C:2]1[N:7]=[C:6]([CH2:8][CH2:9][C:10]2[CH:15]=[CH:14][CH:13]=[CH:12][C:11]=2[C:16]2([C:19]([NH2:21])=[O:20])[CH2:18][CH2:17]2)[C:5]([CH3:22])=[CH:4][N:3]=1.[NH2:23][C:24]1[CH:25]=[N:26][N:27](C(OC(C)(C)C)=O)[CH:28]=1.C([O-])([O-])=O.[Cs+].[Cs+].CC1(C)C2C(=C(P(C3C=CC=CC=3)C3C=CC=CC=3)C=CC=2)OC2C(P(C3C=CC=CC=3)C3C=CC=CC=3)=CC=CC1=2. The catalyst is O1CCOCC1.C(Cl)Cl.CC([O-])=O.CC([O-])=O.[Pd+2]. The product is [NH:26]1[CH:25]=[C:24]([NH:23][C:2]2[N:7]=[C:6]([CH2:8][CH2:9][C:10]3[CH:15]=[CH:14][CH:13]=[CH:12][C:11]=3[C:16]3([C:19]([NH2:21])=[O:20])[CH2:18][CH2:17]3)[C:5]([CH3:22])=[CH:4][N:3]=2)[CH:28]=[N:27]1. The yield is 0.120.